This data is from Forward reaction prediction with 1.9M reactions from USPTO patents (1976-2016). The task is: Predict the product of the given reaction. (1) Given the reactants [Br:1][C:2]1[CH:3]=[C:4]([N+:21]([O-:23])=[O:22])[C:5]([CH:8](C(OCC)=O)[C:9]([O:11][C:12](C)(C)[CH3:13])=[O:10])=[N:6][CH:7]=1.FC(F)(F)C(O)=O, predict the reaction product. The product is: [Br:1][C:2]1[CH:3]=[C:4]([N+:21]([O-:23])=[O:22])[C:5]([CH2:8][C:9]([O:11][CH2:12][CH3:13])=[O:10])=[N:6][CH:7]=1. (2) Given the reactants [C:1]1([C:24]2[CH:29]=[CH:28][CH:27]=[CH:26][CH:25]=2)[CH:6]=[CH:5][C:4]([CH2:7][N:8]2[C:12]3[CH:13]=[C:14]([F:19])[C:15]([I:18])=[C:16]([F:17])[C:11]=3[N:10]=[C:9]2S(C)(=O)=O)=[CH:3][CH:2]=1.[OH:30][CH:31]1[CH2:35][CH2:34][CH:33]([C:36]([O:38][CH2:39][CH3:40])=[O:37])[CH2:32]1.C1CCN2C(=NCCC2)CC1, predict the reaction product. The product is: [C:1]1([C:24]2[CH:29]=[CH:28][CH:27]=[CH:26][CH:25]=2)[CH:6]=[CH:5][C:4]([CH2:7][N:8]2[C:12]3[CH:13]=[C:14]([F:19])[C:15]([I:18])=[C:16]([F:17])[C:11]=3[N:10]=[C:9]2[O:30][CH:31]2[CH2:35][CH2:34][CH:33]([C:36]([O:38][CH2:39][CH3:40])=[O:37])[CH2:32]2)=[CH:3][CH:2]=1. (3) Given the reactants [CH2:1]([O:11][C:12]1[CH:17]=[CH:16][C:15]([CH2:18][NH2:19])=[CH:14][CH:13]=1)[CH2:2][CH2:3][CH2:4][CH2:5][CH2:6][CH2:7][CH2:8][CH2:9][CH3:10].Cl[C:21]1[C:30]2[C:25](=[CH:26][CH:27]=[CH:28][CH:29]=2)[N:24]=[CH:23][N:22]=1.O(C1C=C(C=CC=1)CNC1C2C(=CC=CC=2)N=CN=1)C1C=CC=CC=1, predict the reaction product. The product is: [CH2:1]([O:11][C:12]1[CH:17]=[CH:16][C:15]([CH2:18][NH:19][C:21]2[C:30]3[C:25](=[CH:26][CH:27]=[CH:28][CH:29]=3)[N:24]=[CH:23][N:22]=2)=[CH:14][CH:13]=1)[CH2:2][CH2:3][CH2:4][CH2:5][CH2:6][CH2:7][CH2:8][CH2:9][CH3:10]. (4) Given the reactants [C:1]([O:5][C:6]([N:8]1[CH2:17][CH2:16][C:15]2[N:14]=[C:13](Cl)[C:12]([C:19](OCC)=O)=[CH:11][C:10]=2[CH2:9]1)=[O:7])([CH3:4])([CH3:3])[CH3:2].O.[OH-].[Li+].CS(Cl)(=O)=O.[N:32]1C=CC=CC=1, predict the reaction product. The product is: [C:1]([O:5][C:6]([N:8]1[CH2:17][CH2:16][C:15]2[N:14]=[CH:13][C:12]([C:19]#[N:32])=[CH:11][C:10]=2[CH2:9]1)=[O:7])([CH3:2])([CH3:3])[CH3:4]. (5) Given the reactants Cl.Cl.Cl.Cl.Cl.[CH3:6][N:7]1[CH2:12][CH2:11][N:10]([C:13]2[CH:18]=[C:17]([N:19]3[CH:28]([CH3:29])[CH2:27][C:26]4[C:21](=[CH:22][C:23]([CH:30]5[CH2:35][CH2:34][NH:33][CH2:32][CH2:31]5)=[CH:24][CH:25]=4)[CH2:20]3)[N:16]=[C:15]([NH2:36])[N:14]=2)[CH2:9][CH2:8]1.[CH3:37][S:38](Cl)(=[O:40])=[O:39], predict the reaction product. The product is: [CH3:29][CH:28]1[CH2:27][C:26]2[C:21](=[CH:22][C:23]([CH:30]3[CH2:31][CH2:32][N:33]([S:38]([CH3:37])(=[O:40])=[O:39])[CH2:34][CH2:35]3)=[CH:24][CH:25]=2)[CH2:20][N:19]1[C:17]1[CH:18]=[C:13]([N:10]2[CH2:11][CH2:12][N:7]([CH3:6])[CH2:8][CH2:9]2)[N:14]=[C:15]([NH2:36])[N:16]=1. (6) Given the reactants [Br:1][C:2]1[CH:17]=[CH:16][C:5]([CH2:6][N:7]2[C:11]([CH3:12])=[C:10]([C:13](O)=[O:14])[N:9]=[N:8]2)=[CH:4][CH:3]=1.C(Cl)(=O)C([Cl:21])=O, predict the reaction product. The product is: [Br:1][C:2]1[CH:17]=[CH:16][C:5]([CH2:6][N:7]2[C:11]([CH3:12])=[C:10]([C:13]([Cl:21])=[O:14])[N:9]=[N:8]2)=[CH:4][CH:3]=1. (7) Given the reactants [CH2:1]([NH:3][C:4](=[O:22])[C:5]1[CH:10]=[CH:9][C:8]([CH3:11])=[C:7]([C:12]2[CH:20]=[C:19]3[C:15]([C:16](I)=[N:17][NH:18]3)=[CH:14][CH:13]=2)[CH:6]=1)[CH3:2].[CH3:23][S:24]([C:27]1[CH:32]=[CH:31][C:30](B(O)O)=[CH:29][CH:28]=1)(=[O:26])=[O:25].C(=O)([O-])O.[Na+], predict the reaction product. The product is: [CH2:1]([NH:3][C:4](=[O:22])[C:5]1[CH:10]=[CH:9][C:8]([CH3:11])=[C:7]([C:12]2[CH:20]=[C:19]3[C:15]([C:16]([C:30]4[CH:31]=[CH:32][C:27]([S:24]([CH3:23])(=[O:26])=[O:25])=[CH:28][CH:29]=4)=[N:17][NH:18]3)=[CH:14][CH:13]=2)[CH:6]=1)[CH3:2]. (8) Given the reactants [CH2:1]([N:4]1[C:12]2[C:11](=[O:13])[NH:10][C:9](=[O:14])[N:8]([CH3:15])[C:7]=2[N:6]=[C:5]1Cl)[CH:2]=[CH2:3].[C:17]([O:21][C:22]([N:24]1[CH2:29][CH2:28][NH:27][CH2:26][CH2:25]1)=[O:23])([CH3:20])([CH3:19])[CH3:18], predict the reaction product. The product is: [C:17]([O:21][C:22]([N:24]1[CH2:29][CH2:28][N:27]([C:5]2[N:4]([CH2:1][CH:2]=[CH2:3])[C:12]3[C:11](=[O:13])[NH:10][C:9](=[O:14])[N:8]([CH3:15])[C:7]=3[N:6]=2)[CH2:26][CH2:25]1)=[O:23])([CH3:20])([CH3:18])[CH3:19]. (9) Given the reactants Cl.[NH2:2][CH2:3][C:4]1[C:13]2[C:8](=[CH:9][CH:10]=[CH:11][CH:12]=2)[C:7](=[O:14])[NH:6][N:5]=1.[O:15]1[CH:19]=[CH:18][C:17]([C:20](Cl)=[O:21])=[N:16]1, predict the reaction product. The product is: [O:14]=[C:7]1[C:8]2[C:13](=[CH:12][CH:11]=[CH:10][CH:9]=2)[C:4]([CH2:3][NH:2][C:20]([C:17]2[CH:18]=[CH:19][O:15][N:16]=2)=[O:21])=[N:5][NH:6]1.